Dataset: Full USPTO retrosynthesis dataset with 1.9M reactions from patents (1976-2016). Task: Predict the reactants needed to synthesize the given product. (1) Given the product [C:38]([O:37][C:35](=[O:36])[NH:1][CH2:4][CH:5]([O:10][C:11]1[CH:12]=[N:13][CH:14]=[C:15]([C:17]2[C:25]3[C:20](=[N:21][CH:22]=[C:23]([C:26]4[CH:30]=[N:29][NH:28][CH:27]=4)[CH:24]=3)[NH:19][CH:18]=2)[N:16]=1)[C:6]([F:9])([F:7])[F:8])([CH3:41])([CH3:40])[CH3:39], predict the reactants needed to synthesize it. The reactants are: [N:1]([CH2:4][CH:5]([O:10][C:11]1[N:16]=[C:15]([C:17]2[C:25]3[C:20](=[N:21][CH:22]=[C:23]([C:26]4[CH:27]=[N:28][NH:29][CH:30]=4)[CH:24]=3)[NH:19][CH:18]=2)[CH:14]=[N:13][CH:12]=1)[C:6]([F:9])([F:8])[F:7])=[N+]=[N-].C(O)(=O)C.[C:35](O[C:35]([O:37][C:38]([CH3:41])([CH3:40])[CH3:39])=[O:36])([O:37][C:38]([CH3:41])([CH3:40])[CH3:39])=[O:36]. (2) The reactants are: [F:1][C:2]1[CH:10]=[C:9]2[C:5]([C:6]([C:11]3[CH:12]=[CH:13][C:14]([NH2:17])=[N:15][CH:16]=3)=[CH:7][NH:8]2)=[CH:4][CH:3]=1.[C:18]([NH:25][CH2:26][C:27](O)=[O:28])([O:20][C:21]([CH3:24])([CH3:23])[CH3:22])=[O:19]. Given the product [F:1][C:2]1[CH:10]=[C:9]2[C:5]([C:6]([C:11]3[CH:12]=[CH:13][C:14]([NH:17][C:27](=[O:28])[CH2:26][NH:25][C:18](=[O:19])[O:20][C:21]([CH3:22])([CH3:23])[CH3:24])=[N:15][CH:16]=3)=[CH:7][NH:8]2)=[CH:4][CH:3]=1, predict the reactants needed to synthesize it. (3) Given the product [Cl:40][C:41]1[C:42]([Cl:50])=[N:43][CH:44]=[C:45]([CH:49]=1)[C:46]([Cl:48])=[O:47].[Cl:1][C:2]1[CH:10]=[C:6]([C:7]2[O:9][N:21]=[C:20]([C:22]3[CH:30]=[CH:29][C:28]4[NH:27][C:26]5[CH:31]([CH2:34][C:35]([O:37][CH2:38][CH3:39])=[O:36])[CH2:32][CH2:33][C:25]=5[C:24]=4[CH:23]=3)[N:19]=2)[CH:5]=[N:4][C:3]=1[Cl:11], predict the reactants needed to synthesize it. The reactants are: [Cl:1][C:2]1[C:3]([Cl:11])=[N:4][CH:5]=[C:6]([CH:10]=1)[C:7]([OH:9])=O.C(Cl)(=O)C(Cl)=O.O[NH:19][C:20]([C:22]1[CH:30]=[CH:29][C:28]2[NH:27][C:26]3[CH:31]([CH2:34][C:35]([O:37][CH2:38][CH3:39])=[O:36])[CH2:32][CH2:33][C:25]=3[C:24]=2[CH:23]=1)=[NH:21].[Cl:40][C:41]1[C:42]([Cl:50])=[N:43][CH:44]=[C:45]([CH:49]=1)[C:46]([Cl:48])=[O:47].C(N(CC)CC)C. (4) Given the product [O:1]1[CH2:5][CH2:4][C@@H:3]([O:6][C:10]2[N:15]=[C:14]([NH2:16])[CH:13]=[CH:12][N:11]=2)[CH2:2]1, predict the reactants needed to synthesize it. The reactants are: [O:1]1[CH2:5][CH2:4][C@@H:3]([OH:6])[CH2:2]1.[H-].[Na+].Cl[C:10]1[N:15]=[C:14]([NH2:16])[CH:13]=[CH:12][N:11]=1. (5) Given the product [CH3:12][O:13][CH:14]([O:17][CH3:18])[CH2:15][NH:16][S:7]([C:4]1[CH:5]=[CH:6][C:1]([CH3:11])=[CH:2][CH:3]=1)(=[O:9])=[O:8], predict the reactants needed to synthesize it. The reactants are: [C:1]1([CH3:11])[CH:6]=[CH:5][C:4]([S:7](Cl)(=[O:9])=[O:8])=[CH:3][CH:2]=1.[CH3:12][O:13][CH:14]([O:17][CH3:18])[CH2:15][NH2:16].C(N(CC)CC)C. (6) Given the product [CH3:31][C:28]([S:32]([C:35]1[CH:40]=[CH:39][CH:38]=[C:37]([C:41]([F:43])([F:44])[F:42])[CH:36]=1)(=[O:34])=[O:33])([CH3:27])[CH2:29][N:30]1[C:5](=[O:7])[C:4]2[C:3](=[N:13][C:12]([C:14]([F:15])([F:16])[F:17])=[CH:11][CH:10]=2)[CH2:2]1, predict the reactants needed to synthesize it. The reactants are: Br[CH2:2][C:3]1[N:13]=[C:12]([C:14]([F:17])([F:16])[F:15])[CH:11]=[CH:10][C:4]=1[C:5]([O:7]CC)=O.CCN(C(C)C)C(C)C.[CH3:27][C:28]([S:32]([C:35]1[CH:40]=[CH:39][CH:38]=[C:37]([C:41]([F:44])([F:43])[F:42])[CH:36]=1)(=[O:34])=[O:33])([CH3:31])[CH2:29][NH2:30].